The task is: Predict the product of the given reaction.. This data is from Forward reaction prediction with 1.9M reactions from USPTO patents (1976-2016). The product is: [CH3:31][C:21]1[CH:26]=[CH:25][C:24]([S:27]([O:18][CH2:17][C@H:16]([C:13]2[CH:12]=[CH:11][C:10]([C@@H:8]([NH:7][C:6]([O:5][C:1]([CH3:2])([CH3:3])[CH3:4])=[O:20])[CH3:9])=[CH:15][CH:14]=2)[OH:19])(=[O:29])=[O:28])=[CH:23][CH:22]=1. Given the reactants [C:1]([O:5][C:6](=[O:20])[NH:7][C@H:8]([C:10]1[CH:15]=[CH:14][C:13]([C@H:16]([OH:19])[CH2:17][OH:18])=[CH:12][CH:11]=1)[CH3:9])([CH3:4])([CH3:3])[CH3:2].[C:21]1([CH3:31])[CH:26]=[CH:25][C:24]([S:27](Cl)(=[O:29])=[O:28])=[CH:23][CH:22]=1.O, predict the reaction product.